This data is from Forward reaction prediction with 1.9M reactions from USPTO patents (1976-2016). The task is: Predict the product of the given reaction. (1) Given the reactants [C:1]([O:4][CH:5]1[CH2:18][CH2:17][CH:16]2[CH:7]([C:8]3[C:13]([C:14]([C:19]4[CH:27]=[CH:26][C:22]([C:23]([OH:25])=O)=[CH:21][CH:20]=4)=[N:15]2)=[CH:12][C:11]([O:28][CH3:29])=[C:10]([O:30][CH3:31])[CH:9]=3)[CH2:6]1)(=[O:3])[CH3:2].Cl.C(N=C=NCCCN(C)C)C.[N:44]1([CH2:50][CH2:51][NH2:52])[CH2:49][CH2:48][O:47][CH2:46][CH2:45]1, predict the reaction product. The product is: [CH3:29][O:28][C:11]1[CH:12]=[C:13]2[C:8](=[CH:9][C:10]=1[O:30][CH3:31])[CH:7]1[CH:16]([CH2:17][CH2:18][CH:5]([O:4][C:1](=[O:3])[CH3:2])[CH2:6]1)[N:15]=[C:14]2[C:19]1[CH:27]=[CH:26][C:22]([C:23](=[O:25])[NH:52][CH2:51][CH2:50][N:44]2[CH2:49][CH2:48][O:47][CH2:46][CH2:45]2)=[CH:21][CH:20]=1. (2) Given the reactants [NH:1]1[CH2:6][CH2:5][CH:4]([N:7]2[CH2:12][CH2:11][O:10][CH2:9][CH2:8]2)[CH2:3][CH2:2]1.F[C:14]1[CH:19]=[CH:18][C:17]([N+:20]([O-:22])=[O:21])=[CH:16][CH:15]=1, predict the reaction product. The product is: [N+:20]([C:17]1[CH:18]=[CH:19][C:14]([N:1]2[CH2:6][CH2:5][CH:4]([N:7]3[CH2:12][CH2:11][O:10][CH2:9][CH2:8]3)[CH2:3][CH2:2]2)=[CH:15][CH:16]=1)([O-:22])=[O:21]. (3) Given the reactants F[C:2]1[CH:7]=[CH:6][CH:5]=[CH:4][C:3]=1[N+:8]([O-:10])=[O:9].[CH3:11][N:12]1[CH2:17][CH2:16][NH:15][CH2:14][CH2:13]1.C1COCC1, predict the reaction product. The product is: [CH3:11][N:12]1[CH2:17][CH2:16][N:15]([C:2]2[CH:7]=[CH:6][CH:5]=[CH:4][C:3]=2[N+:8]([O-:10])=[O:9])[CH2:14][CH2:13]1. (4) Given the reactants [NH2:1][CH2:2][C@@H:3]([CH3:31])[O:4][C:5]1[CH:14]=[CH:13][CH:12]=[C:11]2[C:6]=1[C:7]([NH:15][C:16]1[CH:21]=[CH:20][C:19]([O:22][CH2:23][C:24]3[CH:29]=[CH:28][CH:27]=[CH:26][N:25]=3)=[C:18]([Cl:30])[CH:17]=1)=[N:8][CH:9]=[N:10]2.[OH:32][C@H:33]1[CH2:38][CH2:37][O:36][C:34]1=[O:35], predict the reaction product. The product is: [Cl:30][C:18]1[CH:17]=[C:16]([NH:15][C:7]2[C:6]3[C:11](=[CH:12][CH:13]=[CH:14][C:5]=3[O:4][C@H:3]([CH3:31])[CH2:2][NH:1][C:34](=[O:35])[C@@H:33]([OH:32])[CH2:38][CH2:37][OH:36])[N:10]=[CH:9][N:8]=2)[CH:21]=[CH:20][C:19]=1[O:22][CH2:23][C:24]1[CH:29]=[CH:28][CH:27]=[CH:26][N:25]=1. (5) The product is: [Br:1][C:2]1[S:6][C:5]([NH2:7])=[N:4][C:3]=1[C:11]1[C:16]([CH3:17])=[CH:15][C:14]([O:18][C:19]2[CH:24]=[CH:23][C:22]([O:25][CH3:26])=[CH:21][CH:20]=2)=[CH:13][C:12]=1[CH3:27]. Given the reactants [Br:1][C:2]1[S:6][C:5]([NH:7]C(=O)C)=[N:4][C:3]=1[C:11]1[C:16]([CH3:17])=[CH:15][C:14]([O:18][C:19]2[CH:24]=[CH:23][C:22]([O:25][CH3:26])=[CH:21][CH:20]=2)=[CH:13][C:12]=1[CH3:27].Cl.[OH-].[Na+], predict the reaction product. (6) Given the reactants NC1C=CC(C([NH:8][CH:9]2[CH2:14][CH2:13][N:12]([CH2:15]C)[CH2:11][CH2:10]2)=O)=CC=1Cl.[NH2:20][C:21]1[C:29]([O:30][CH3:31])=[CH:28][C:24]([C:25]([OH:27])=O)=[C:23]([Cl:32])[CH:22]=1.CN1CCC(N)CC1, predict the reaction product. The product is: [NH2:20][C:21]1[C:29]([O:30][CH3:31])=[CH:28][C:24]([C:25]([NH:8][CH:9]2[CH2:14][CH2:13][N:12]([CH3:15])[CH2:11][CH2:10]2)=[O:27])=[C:23]([Cl:32])[CH:22]=1.